From a dataset of NCI-60 drug combinations with 297,098 pairs across 59 cell lines. Regression. Given two drug SMILES strings and cell line genomic features, predict the synergy score measuring deviation from expected non-interaction effect. Drug 1: CC1=C(C=C(C=C1)C(=O)NC2=CC(=CC(=C2)C(F)(F)F)N3C=C(N=C3)C)NC4=NC=CC(=N4)C5=CN=CC=C5. Drug 2: CC1=C(N=C(N=C1N)C(CC(=O)N)NCC(C(=O)N)N)C(=O)NC(C(C2=CN=CN2)OC3C(C(C(C(O3)CO)O)O)OC4C(C(C(C(O4)CO)O)OC(=O)N)O)C(=O)NC(C)C(C(C)C(=O)NC(C(C)O)C(=O)NCCC5=NC(=CS5)C6=NC(=CS6)C(=O)NCCC[S+](C)C)O. Cell line: SK-MEL-28. Synergy scores: CSS=2.41, Synergy_ZIP=1.42, Synergy_Bliss=3.28, Synergy_Loewe=-0.196, Synergy_HSA=1.21.